Regression. Given a peptide amino acid sequence and an MHC pseudo amino acid sequence, predict their binding affinity value. This is MHC class I binding data. From a dataset of Peptide-MHC class I binding affinity with 185,985 pairs from IEDB/IMGT. (1) The peptide sequence is RYDKSAADL. The MHC is HLA-C04:01 with pseudo-sequence HLA-C04:01. The binding affinity (normalized) is 0.0847. (2) The MHC is HLA-B15:01 with pseudo-sequence HLA-B15:01. The binding affinity (normalized) is 0. The peptide sequence is QFYWPVMNH. (3) The peptide sequence is LPGPQVTAVLLHEES. The MHC is HLA-A02:02 with pseudo-sequence HLA-A02:02. The binding affinity (normalized) is 0.